Dataset: Reaction yield outcomes from USPTO patents with 853,638 reactions. Task: Predict the reaction yield, written as a fraction of the theoretical maximum amount of product (1.0 means a 100% yield; for example, 0.34 means a 34% yield). (1) The reactants are O[Li:2].O.C([O:6][C:7]([C:9]1[O:10][C:11]([C:14]2[CH:19]=[CH:18][CH:17]=[CH:16][CH:15]=2)=[CH:12][N:13]=1)=[O:8])C.CO. The catalyst is O.C1COCC1. The product is [C:14]1([C:11]2[O:10][C:9]([C:7]([O-:8])=[O:6])=[N:13][CH:12]=2)[CH:15]=[CH:16][CH:17]=[CH:18][CH:19]=1.[Li+:2]. The yield is 1.00. (2) The reactants are Br[C:2]1[CH:24]=[C:23]([Cl:25])[C:5]([C:6]([C:8]2[C:16]3[C:11](=[C:12]([NH:17][C:18]([CH:20]4[CH2:22][CH2:21]4)=[O:19])[N:13]=[CH:14][CH:15]=3)[NH:10][CH:9]=2)=[O:7])=[C:4]([Cl:26])[CH:3]=1.[CH3:27][C:28]1[C:32](B(O)O)=[C:31]([CH3:36])[O:30][N:29]=1.O1CCOCC1.C(=O)([O-])[O-].[K+].[K+]. The catalyst is C1C=CC(P(C2C=CC=CC=2)[C-]2C=CC=C2)=CC=1.C1C=CC(P(C2C=CC=CC=2)[C-]2C=CC=C2)=CC=1.Cl[Pd]Cl.[Fe+2].O. The product is [Cl:25][C:23]1[CH:24]=[C:2]([C:32]2[C:28]([CH3:27])=[N:29][O:30][C:31]=2[CH3:36])[CH:3]=[C:4]([Cl:26])[C:5]=1[C:6]([C:8]1[C:16]2[C:11](=[C:12]([NH:17][C:18]([CH:20]3[CH2:22][CH2:21]3)=[O:19])[N:13]=[CH:14][CH:15]=2)[NH:10][CH:9]=1)=[O:7]. The yield is 0.150. (3) The reactants are [F:1][C:2]1[CH:7]=[CH:6][C:5](N)=[CH:4][C:3]=1[C:9]1[CH:10]=[N:11][CH:12]=[CH:13][CH:14]=1.N([O-])=O.[Na+].[BrH:19]. The catalyst is O1CCOCC1.O.[Cu]Br. The product is [Br:19][C:5]1[CH:6]=[CH:7][C:2]([F:1])=[C:3]([C:9]2[CH:10]=[N:11][CH:12]=[CH:13][CH:14]=2)[CH:4]=1. The yield is 0.640. (4) The reactants are [Cl:1][C:2]1[CH:3]=[C:4]([CH:7]=[CH:8][C:9]=1[O:10][C:11]1[CH:16]=[CH:15][C:14]([CH:17]=[O:18])=[CH:13][CH:12]=1)[C:5]#[N:6].C(=O)([O-])[O-:20].[K+].[K+].OO. The catalyst is CS(C)=O. The product is [Cl:1][C:2]1[CH:3]=[C:4]([CH:7]=[CH:8][C:9]=1[O:10][C:11]1[CH:16]=[CH:15][C:14]([CH:17]=[O:18])=[CH:13][CH:12]=1)[C:5]([NH2:6])=[O:20]. The yield is 0.840. (5) The reactants are [Si:1]([O:8][CH2:9][C@@H:10]([N:14]([CH3:22])[C:15](=[O:21])OC(C)(C)C)[CH2:11][CH:12]=[CH2:13])([C:4]([CH3:7])([CH3:6])[CH3:5])([CH3:3])[CH3:2].[Si]([O:27]S(C(F)(F)F)(=O)=O)(C)(C)C.[NH4+].[Cl-].CCN(C(C)C)C(C)C.C1C([N+]([O-])=O)=CC=C([Cl-][C:56]([O-])=[O:57])C=1.[Cl:59][C:60]1[C:67]([F:68])=[CH:66][CH:65]=[CH:64][C:61]=1[CH2:62][NH2:63]. The catalyst is C(Cl)Cl.C1COCC1. The product is [CH3:56][O:57][C:13](=[O:27])[CH2:12][CH2:11][CH:10]([N:14]([CH3:22])[C:15]([NH:63][CH2:62][C:61]1[CH:64]=[CH:65][CH:66]=[C:67]([F:68])[C:60]=1[Cl:59])=[O:21])[CH2:9][O:8][Si:1]([C:4]([CH3:5])([CH3:6])[CH3:7])([CH3:2])[CH3:3]. The yield is 0.650. (6) The reactants are [ClH:1].C(OCC)(=O)C.[F:8][C:9]1[CH:10]=[C:11]([NH:22][C:23]([C@H:25]2[C:34]3[C:29](=[CH:30][C:31]([O:35][CH2:36][CH3:37])=[CH:32][CH:33]=3)[CH2:28][CH2:27][N:26]2C(OC(C)(C)C)=O)=[O:24])[CH:12]=[C:13]([F:21])[C:14]=1[C:15]([CH3:20])([CH3:19])[CH2:16][O:17][CH3:18]. The catalyst is C(OCC)(=O)C. The product is [ClH:1].[F:8][C:9]1[CH:10]=[C:11]([NH:22][C:23]([C@H:25]2[C:34]3[C:29](=[CH:30][C:31]([O:35][CH2:36][CH3:37])=[CH:32][CH:33]=3)[CH2:28][CH2:27][NH:26]2)=[O:24])[CH:12]=[C:13]([F:21])[C:14]=1[C:15]([CH3:19])([CH3:20])[CH2:16][O:17][CH3:18]. The yield is 1.02. (7) The reactants are C(O)(=O)C.[CH3:5][O:6][C:7](=[O:29])[C@H:8]([NH:18][C:19]([O:21][CH2:22][C:23]1[CH:28]=[CH:27][CH:26]=[CH:25][CH:24]=1)=[O:20])[CH2:9][C:10]1[CH:15]=[CH:14][C:13]([NH2:16])=[C:12]([NH2:17])[CH:11]=1.[N:30]([O-])=O.[Na+].[OH-].[NH4+]. The catalyst is C(O)(=O)C.O. The product is [CH3:5][O:6][C:7](=[O:29])[C@H:8]([NH:18][C:19]([O:21][CH2:22][C:23]1[CH:28]=[CH:27][CH:26]=[CH:25][CH:24]=1)=[O:20])[CH2:9][C:10]1[CH:15]=[CH:14][C:13]2[NH:16][N:30]=[N:17][C:12]=2[CH:11]=1. The yield is 0.940. (8) The yield is 0.310. The catalyst is CC(O)C.CO. The product is [NH2:25][C:26]1[C:31]([C:32]#[N:33])=[C:30]([NH:1][C@H:2]([C:4]2[N:5]([CH:22]3[CH2:23][CH2:24]3)[C:6]3[C:12]([C:13]([N:15]4[CH2:16][CH2:17][O:18][CH2:19][CH2:20]4)=[O:14])=[C:11]([F:21])[CH:10]=[CH:9][C:7]=3[N:8]=2)[CH3:3])[N:29]=[CH:28][N:27]=1. The reactants are [NH2:1][C@H:2]([C:4]1[N:5]([CH:22]2[CH2:24][CH2:23]2)[C:6]2[C:12]([C:13]([N:15]3[CH2:20][CH2:19][O:18][CH2:17][CH2:16]3)=[O:14])=[C:11]([F:21])[CH:10]=[CH:9][C:7]=2[N:8]=1)[CH3:3].[NH2:25][C:26]1[C:31]([C:32]#[N:33])=[C:30](Cl)[N:29]=[CH:28][N:27]=1.CCN(C(C)C)C(C)C.